From a dataset of Full USPTO retrosynthesis dataset with 1.9M reactions from patents (1976-2016). Predict the reactants needed to synthesize the given product. (1) Given the product [OH:45][C:42]([C@H:39]1[CH2:40][CH2:41][C@H:36]([NH:35][C:12]2[CH:17]=[C:16]([O:18][CH3:19])[CH:15]=[CH:14][C:13]=2[C:20]2[NH:29][C:28](=[O:30])[C:27]3[C:22](=[CH:23][C:24]([O:33][CH3:34])=[CH:25][C:26]=3[O:31][CH3:32])[N:21]=2)[CH2:37][CH2:38]1)([CH3:44])[CH3:43], predict the reactants needed to synthesize it. The reactants are: C[Si]([N-][Si](C)(C)C)(C)C.[Li+].F[C:12]1[CH:17]=[C:16]([O:18][CH3:19])[CH:15]=[CH:14][C:13]=1[C:20]1[NH:29][C:28](=[O:30])[C:27]2[C:22](=[CH:23][C:24]([O:33][CH3:34])=[CH:25][C:26]=2[O:31][CH3:32])[N:21]=1.[NH2:35][C@H:36]1[CH2:41][CH2:40][C@H:39]([C:42]([OH:45])([CH3:44])[CH3:43])[CH2:38][CH2:37]1. (2) The reactants are: [NH:1]1[CH:5]=[C:4]([C:6]2[C:7]([C:12]3[CH:17]=[CH:16][CH:15]=[CH:14][CH:13]=3)=[N:8][O:9][C:10]=2[CH3:11])[N:3]=[CH:2]1.[Cl:18][C:19]1[CH:20]=[C:21](B(O)O)[CH:22]=[CH:23][C:24]=1[Cl:25]. Given the product [Cl:18][C:19]1[CH:20]=[C:21]([N:1]2[CH:5]=[C:4]([C:6]3[C:7]([C:12]4[CH:13]=[CH:14][CH:15]=[CH:16][CH:17]=4)=[N:8][O:9][C:10]=3[CH3:11])[N:3]=[CH:2]2)[CH:22]=[CH:23][C:24]=1[Cl:25], predict the reactants needed to synthesize it. (3) Given the product [Cl:1][C:2]1[CH:18]=[C:17]([CH:16]=[CH:15][C:3]=1[O:4][C:5]1[CH:13]=[CH:12][CH:11]=[C:10]2[C:6]=1[CH:7]=[CH:8][N:9]2[CH3:14])[NH2:19], predict the reactants needed to synthesize it. The reactants are: [Cl:1][C:2]1[CH:18]=[C:17]([N+:19]([O-])=O)[CH:16]=[CH:15][C:3]=1[O:4][C:5]1[CH:13]=[CH:12][CH:11]=[C:10]2[C:6]=1[CH:7]=[CH:8][N:9]2[CH3:14].C(OCC)(=O)C. (4) Given the product [CH3:1][C:2]1[CH:6]=[C:5]([NH:7][C:8]2[C:9]3[CH2:17][N:16]([C:18]([O:20][CH2:21][CH:22]4[C:34]5[CH:33]=[CH:32][CH:31]=[CH:30][C:29]=5[C:28]5[C:23]4=[CH:24][CH:25]=[CH:26][CH:27]=5)=[O:19])[CH2:15][C:10]=3[N:11]=[C:12]([S:35][C:36]3[CH:37]=[CH:38][C:39]([NH:42][C:43]([CH:45]4[CH2:46][CH2:47]4)=[O:44])=[CH:40][CH:41]=3)[N:13]=2)[NH:4][N:3]=1, predict the reactants needed to synthesize it. The reactants are: [CH3:1][C:2]1[CH:6]=[C:5]([NH:7][C:8]2[C:9]3[CH2:17][N:16]([C:18]([O:20][CH2:21][CH:22]4[C:34]5[CH:33]=[CH:32][CH:31]=[CH:30][C:29]=5[C:28]5[C:23]4=[CH:24][CH:25]=[CH:26][CH:27]=5)=[O:19])[CH2:15][C:10]=3[N:11]=[C:12](Cl)[N:13]=2)[NH:4][N:3]=1.[SH:35][C:36]1[CH:41]=[CH:40][C:39]([NH:42][C:43]([CH:45]2[CH2:47][CH2:46]2)=[O:44])=[CH:38][CH:37]=1. (5) The reactants are: Cl.[Cl:2][C:3]1[CH:4]=[C:5]2[C:10](=[CH:11][CH:12]=1)[N:9]=[C:8]([N:13]1[CH2:18][CH2:17][NH:16][CH2:15][CH2:14]1)[CH:7]=[CH:6]2.[CH2:19]([O:23][C:24]1[CH:32]=[CH:31][C:30]([S:33]([CH3:36])(=[O:35])=[O:34])=[CH:29][C:25]=1[C:26](O)=[O:27])[CH:20]([CH3:22])[CH3:21].C(OCC)(=O)C. Given the product [Cl:2][C:3]1[CH:4]=[C:5]2[C:10](=[CH:11][CH:12]=1)[N:9]=[C:8]([N:13]1[CH2:14][CH2:15][N:16]([C:26]([C:25]3[CH:29]=[C:30]([S:33]([CH3:36])(=[O:35])=[O:34])[CH:31]=[CH:32][C:24]=3[O:23][CH2:19][CH:20]([CH3:22])[CH3:21])=[O:27])[CH2:17][CH2:18]1)[CH:7]=[CH:6]2, predict the reactants needed to synthesize it. (6) Given the product [CH3:40][O:39][P:37]([C:33]1[CH:32]=[C:31]2[C:36](=[CH:35][CH:34]=1)[NH:28][N:29]=[C:30]2[C:9]1[NH:8][CH:12]=[CH:11][CH:10]=1)(=[O:38])[OH:41], predict the reactants needed to synthesize it. The reactants are: C([N:8]1[CH:12]=[CH:11][CH:10]=[C:9]1B(O)O)(OC(C)(C)C)=O.C(=O)(O)[O-].[Na+].C(OC([N:28]1[C:36]2[C:31](=[CH:32][C:33]([P:37]([O:41]C)([O:39][CH3:40])=[O:38])=[CH:34][CH:35]=2)[C:30](I)=[N:29]1)=O)(C)(C)C.